Dataset: Full USPTO retrosynthesis dataset with 1.9M reactions from patents (1976-2016). Task: Predict the reactants needed to synthesize the given product. (1) The reactants are: [CH3:1][C:2]1[N:7]=[C:6]([C:8]2[CH:13]=[CH:12][N:11]=[C:10]([C:14]3[CH:15]=[C:16]([S:20](Cl)(=[O:22])=[O:21])[CH:17]=[CH:18][CH:19]=3)[CH:9]=2)[CH:5]=[C:4]([C:24]2[CH:29]=[CH:28][C:27]([C:30]([F:33])([F:32])[F:31])=[CH:26][CH:25]=2)[CH:3]=1.[CH3:34][N:35]1[CH2:40][CH2:39][NH:38][CH2:37][CH2:36]1. Given the product [CH3:1][C:2]1[N:7]=[C:6]([C:8]2[CH:13]=[CH:12][N:11]=[C:10]([C:14]3[CH:19]=[CH:18][CH:17]=[C:16]([S:20]([N:38]4[CH2:39][CH2:40][N:35]([CH3:34])[CH2:36][CH2:37]4)(=[O:22])=[O:21])[CH:15]=3)[CH:9]=2)[CH:5]=[C:4]([C:24]2[CH:29]=[CH:28][C:27]([C:30]([F:33])([F:32])[F:31])=[CH:26][CH:25]=2)[CH:3]=1, predict the reactants needed to synthesize it. (2) Given the product [CH3:15][C:16]1[CH:24]=[CH:23][C:19]([C:20]([N:4]2[CH2:5][CH2:6][NH:1][C:2](=[O:7])[CH2:3]2)=[O:21])=[C:18]([C:25]([F:26])([F:27])[F:28])[CH:17]=1, predict the reactants needed to synthesize it. The reactants are: [NH:1]1[CH2:6][CH2:5][NH:4][CH2:3][C:2]1=[O:7].C(N(CC)CC)C.[CH3:15][C:16]1[CH:24]=[CH:23][C:19]([C:20](Cl)=[O:21])=[C:18]([C:25]([F:28])([F:27])[F:26])[CH:17]=1. (3) Given the product [CH3:1][C:2]1([CH3:15])[CH2:7][CH2:6][CH2:5][CH:4]([C:8]2([CH3:14])[CH2:12][CH2:11][CH:10]([CH3:13])[O:9]2)[CH2:3]1, predict the reactants needed to synthesize it. The reactants are: [CH3:1][C:2]1([CH3:15])[CH2:7][CH2:6][CH2:5][CH:4]([C:8]2([CH3:14])[CH:12]=[CH:11][CH:10]([CH3:13])[O:9]2)[CH2:3]1. (4) The reactants are: Cl[C:2]1[N:3]=[C:4]([N:22]2[CH2:27][CH2:26][NH:25][CH2:24][CH:23]2[C:28](=[O:37])[NH:29][C:30]2[CH:35]=[CH:34][CH:33]=[C:32]([CH3:36])[CH:31]=2)[C:5]2[N:11]=[C:10]([C:12]3[CH:17]=[CH:16][C:15]([O:18][CH3:19])=[C:14]([O:20][CH3:21])[CH:13]=3)[CH:9]=[CH:8][C:6]=2[N:7]=1.C([O-])([O-])=O.[K+].[K+].[NH2:44][C:45]1[CH:50]=[CH:49][C:48]([CH3:51])=[CH:47][CH:46]=1. Given the product [C:48]1([CH3:51])[CH:49]=[CH:50][C:45]([NH:44][C:2]2[N:3]=[C:4]([N:22]3[CH2:27][CH2:26][NH:25][CH2:24][CH:23]3[C:28](=[O:37])[NH:29][C:30]3[CH:35]=[CH:34][CH:33]=[C:32]([CH3:36])[CH:31]=3)[C:5]3[N:11]=[C:10]([C:12]4[CH:17]=[CH:16][C:15]([O:18][CH3:19])=[C:14]([O:20][CH3:21])[CH:13]=4)[CH:9]=[CH:8][C:6]=3[N:7]=2)=[CH:46][CH:47]=1, predict the reactants needed to synthesize it. (5) Given the product [Br:27][C:15]1[CH:14]=[C:9]([C:10]([O:12][CH3:13])=[O:11])[C:8]2[NH:5][C:19]3[CH:20]=[C:21]([N+:24]([O-:26])=[O:25])[CH:22]=[CH:23][C:18]=3[C:17]=2[N:16]=1, predict the reactants needed to synthesize it. The reactants are: ClCCCl.[N:5]([C:8]1[C:17]([C:18]2[CH:23]=[CH:22][C:21]([N+:24]([O-:26])=[O:25])=[CH:20][CH:19]=2)=[N:16][C:15]([Br:27])=[CH:14][C:9]=1[C:10]([O:12][CH3:13])=[O:11])=[N+]=[N-]. (6) Given the product [Cl:13][C:14]1[CH:15]=[CH:16][C:17]([C:20](=[O:22])[CH2:27][C:26]([O:25][CH2:23][CH3:24])=[O:31])=[N:18][CH:19]=1, predict the reactants needed to synthesize it. The reactants are: C1N=CN(C(N2C=NC=C2)=O)C=1.[Cl:13][C:14]1[CH:15]=[CH:16][C:17]([C:20]([OH:22])=O)=[N:18][CH:19]=1.[CH2:23]([O:25][C:26](=[O:31])[CH2:27]C([O-])=O)[CH3:24].[K+].C(N(CC)CC)C.[Mg+2].[Cl-].[Cl-].